From a dataset of Full USPTO retrosynthesis dataset with 1.9M reactions from patents (1976-2016). Predict the reactants needed to synthesize the given product. (1) Given the product [Na:1].[OH:2][CH:3]([C:8]1[CH:16]=[CH:15][CH:14]=[CH:13][C:9]=1[C:10]([O-:12])=[O:11])[CH2:4][CH2:5][CH2:6][CH3:7], predict the reactants needed to synthesize it. The reactants are: [Na:1].[OH:2][CH:3]([C:8]1[CH:16]=[CH:15][CH:14]=[CH:13][C:9]=1[C:10]([O-:12])=[O:11])[CH2:4][CH2:5][CH2:6][CH3:7]. (2) Given the product [Cl:46][CH2:2][CH2:3][NH:4][C@:5]12[CH2:40][CH2:39][C@@H:38]([C:41]([CH3:43])=[CH2:42])[C@@H:6]1[C@@H:7]1[C@@:20]([CH3:23])([CH2:21][CH2:22]2)[C@@:19]2([CH3:24])[C@@H:10]([C@:11]3([CH3:37])[C@@H:16]([CH2:17][CH2:18]2)[C:15]([CH3:26])([CH3:25])[C:14]([C:27]2[CH:36]=[CH:35][C:30]([C:31]([O:33][CH3:34])=[O:32])=[CH:29][CH:28]=2)=[CH:13][CH2:12]3)[CH2:9][CH2:8]1, predict the reactants needed to synthesize it. The reactants are: O[CH2:2][CH2:3][NH:4][C@:5]12[CH2:40][CH2:39][C@@H:38]([C:41]([CH3:43])=[CH2:42])[C@@H:6]1[C@@H:7]1[C@@:20]([CH3:23])([CH2:21][CH2:22]2)[C@@:19]2([CH3:24])[C@@H:10]([C@:11]3([CH3:37])[C@@H:16]([CH2:17][CH2:18]2)[C:15]([CH3:26])([CH3:25])[C:14]([C:27]2[CH:36]=[CH:35][C:30]([C:31]([O:33][CH3:34])=[O:32])=[CH:29][CH:28]=2)=[CH:13][CH2:12]3)[CH2:9][CH2:8]1.S(Cl)([Cl:46])=O.